This data is from Full USPTO retrosynthesis dataset with 1.9M reactions from patents (1976-2016). The task is: Predict the reactants needed to synthesize the given product. (1) Given the product [CH3:7][C:4]1[N:3]([C:8]2[CH:9]=[C:10]([C:14]([O:20][CH3:23])([CH3:19])[C:15]([F:18])([F:17])[F:16])[N:11]([CH3:13])[N:12]=2)[C:2]([CH3:1])=[CH:6][CH:5]=1, predict the reactants needed to synthesize it. The reactants are: [CH3:1][C:2]1[N:3]([C:8]2[CH:9]=[C:10]([C:14]([OH:20])([CH3:19])[C:15]([F:18])([F:17])[F:16])[N:11]([CH3:13])[N:12]=2)[C:4]([CH3:7])=[CH:5][CH:6]=1.[H-].[Na+].[CH3:23]I. (2) Given the product [F:31][C:29]1[CH:28]=[C:27]([F:32])[CH:26]=[C:25]2[C:30]=1[C:21]([NH:13][C:11]1[C:10]([C:14]3[CH:19]=[N:18][CH:17]=[N:16][CH:15]=3)=[CH:9][N:8]=[C:7]([N:4]3[CH2:3][CH2:2][O:1][CH2:6][CH2:5]3)[CH:12]=1)=[C:22]([CH3:39])[C:23]([C:33]1[CH:38]=[CH:37][CH:36]=[CH:35][N:34]=1)=[N:24]2, predict the reactants needed to synthesize it. The reactants are: [O:1]1[CH2:6][CH2:5][N:4]([C:7]2[CH:12]=[C:11]([NH2:13])[C:10]([C:14]3[CH:15]=[N:16][CH:17]=[N:18][CH:19]=3)=[CH:9][N:8]=2)[CH2:3][CH2:2]1.Cl[C:21]1[C:30]2[C:25](=[CH:26][C:27]([F:32])=[CH:28][C:29]=2[F:31])[N:24]=[C:23]([C:33]2[CH:38]=[CH:37][CH:36]=[CH:35][N:34]=2)[C:22]=1[CH3:39].C1(P(C2CCCCC2)C2(C(C)C)CC(C(C)C)=CC(C(C)C)=C2C2C=CC=CC=2)CCCCC1.CC(C1C=C(C(C)C)C(C2C=CC=CC=2P(C2CCCCC2)C2CCCCC2)=C(C(C)C)C=1)C.CC(C)([O-])C.[Na+]. (3) The reactants are: [Cl:1][C:2]1[C:11]2[C:6](=[CH:7][CH:8]=[C:9]([C:12]([OH:32])([C:26]3[N:30]([CH3:31])[CH:29]=[N:28][CH:27]=3)[CH:13]3[CH2:18][CH2:17][N:16](C(OC(C)(C)C)=O)[CH2:15][CH2:14]3)[CH:10]=2)[N:5]=[C:4]([O:33][CH3:34])[C:3]=1[CH2:35][CH:36]1[CH2:41][CH2:40][O:39][CH2:38][CH2:37]1.C(O)(C(F)(F)F)=O.[OH-].[Na+]. Given the product [Cl:1][C:2]1[C:11]2[C:6](=[CH:7][CH:8]=[C:9]([C:12]([C:26]3[N:30]([CH3:31])[CH:29]=[N:28][CH:27]=3)([CH:13]3[CH2:14][CH2:15][NH:16][CH2:17][CH2:18]3)[OH:32])[CH:10]=2)[N:5]=[C:4]([O:33][CH3:34])[C:3]=1[CH2:35][CH:36]1[CH2:37][CH2:38][O:39][CH2:40][CH2:41]1, predict the reactants needed to synthesize it. (4) Given the product [CH2:1]([C:3]([NH:8][C:9]([NH2:11])=[S:10])([CH2:6][OH:7])[CH2:4][CH3:5])[CH3:2], predict the reactants needed to synthesize it. The reactants are: [CH2:1]([C:3]([NH:8][C:9]([NH:11]C(=O)C1C=CC=CC=1)=[S:10])([CH2:6][OH:7])[CH2:4][CH3:5])[CH3:2].[Li+].[OH-]. (5) Given the product [Br:1][C:2]1[CH:3]=[C:4]2[C@:15]3([CH2:19][S:18][C:17]([NH2:20])=[N:16]3)[C:14]3[C:9](=[CH:10][CH:11]=[C:12]([C:34]4[C:29]([F:28])=[N:30][CH:31]=[CH:32][CH:33]=4)[CH:13]=3)[O:8][C:5]2=[N:6][CH:7]=1, predict the reactants needed to synthesize it. The reactants are: [Br:1][C:2]1[CH:3]=[C:4]2[C@:15]3([CH2:19][S:18][C:17]([NH2:20])=[N:16]3)[C:14]3[C:9](=[CH:10][CH:11]=[C:12](I)[CH:13]=3)[O:8][C:5]2=[N:6][CH:7]=1.C(=O)([O-])[O-].[K+].[K+].[F:28][C:29]1[C:34](B(O)O)=[CH:33][CH:32]=[CH:31][N:30]=1.O1CCOCC1.